Dataset: Experimentally validated miRNA-target interactions with 360,000+ pairs, plus equal number of negative samples. Task: Binary Classification. Given a miRNA mature sequence and a target amino acid sequence, predict their likelihood of interaction. (1) The miRNA is hsa-miR-335-3p with sequence UUUUUCAUUAUUGCUCCUGACC. The protein sequence of the target gene is MECPVMETGSLFTSGIKRHLKDKRISKTTKLNVSLASKIKTKILNNSSIFKISLKHNNRALAQALSREKENSRRITTEKMLLQKEVEKLNFENTFLRLKLNNLNKKLIDIEALMNNNLITAIEMSSLSEFHQSSFLLSASKKKRISKQCKLMRLPFARVPLTSNDDEDEDKEKMQCDNNIKSKTLPDIPSSGSTTQPLSTQDNSEVLFLKENNQNVYGLDDSEHISSIVDVPPRESHSHSDQSSKTSLMSEMRNAQSIGRRWEKPSPSNVTERKKRGSSWESNNLSADTPCATVLDKQHI.... Result: 1 (interaction). (2) The miRNA is hsa-miR-130a-5p with sequence GCUCUUUUCACAUUGUGCUACU. The protein sequence of the target gene is MLLSKFGSLAHLCGPGGVDHLPVKILQPAKADKESFEKAYQVGAVLGSGGFGTVYAGSRIADGLPVAVKHVVKERVTEWGSLGGATVPLEVVLLRKVGAAGGARGVIRLLDWFERPDGFLLVLERPEPAQDLFDFITERGALDEPLARRFFAQVLAAVRHCHSCGVVHRDIKDENLLVDLRSGELKLIDFGSGALLKDTVYTDFDGTRVYSPPEWIRYHRYHGRSATVWSLGVLLYDMVCGDIPFEQDEEILRGRLLFRRRVSPECQQLIRWCLSLRPSERPSLDQIAAHPWMLGADGGV.... Result: 0 (no interaction). (3) The miRNA is hsa-miR-5010-5p with sequence AGGGGGAUGGCAGAGCAAAAUU. The protein sequence of the target gene is MSAKDERARDILRGFKLNWMNLRDAETGKILWQGTEDLSVPGVEHEARVPKKILKCKAVSRELNFSSAEQMEKFRLEQKVYFKGQCLEEWFFEFGFVIPNSTNTWQSLIEAAPESQMMPASVLTGNVIIETKFFDDDLLVSTSKVRLFYV. Result: 0 (no interaction). (4) The miRNA is cel-miR-1019-5p with sequence GUGAGCAUUGUUCGAGUUUCAUUUU. The protein sequence of the target gene is MASSKKQKKKMHRPHNRKLMIRDLPVGAAYLLHPSLRGILLSRPKRWNSGSPSHRIAVNLVRKYKKQLKPRVLPFFCDHCRLASRTLLHIKEHVCDKEEKRKAARKEESRKFADYDVTNEIKLATNSEKQWRFNAMAVLEQTLRPNKVAPKKVEIEEDPGIDQLLDSEPDQEFYDAQEQEFEDDTPHYPIKDVLVPSSQPPRPKVTLKSSECLGHNDAGVFCFNCKGSFDSYNQFQLHLNEDYNDGKCNRALPEYYYVQRHDRTHMFDKRYKHSVQHHKPIKRDISHIQCTLCKAVNFAS.... Result: 1 (interaction). (5) The miRNA is hsa-miR-656-3p with sequence AAUAUUAUACAGUCAACCUCU. The protein sequence of the target gene is MSQASTTTLESGALLSGPRGLQYGSPAHRKEKAAAMPDSPAEVKTQPRSTPPSMPPPPPTSSQGATRPPSFTPHTHGEDGPATSLPHGRFHGCLKWSMVCLLMNGSSHSPTAIHGAPSTPNGFSNGPATSSTASLSTQHLPPACGARQLSKLKRFLTTLQQFGSDISPEIGERVRTLVLGLVNSTLTIEEFHAKLQEATNFPLRPFVIPFLKANLPLLQRELLHCARLAKQTPAQYLAQHEQLLLDASATSPVDSSELLLEVNENGKRRTPDRTKENGSDRDPLHPDHLSKRSCTLSPAQ.... Result: 0 (no interaction).